The task is: Predict the reactants needed to synthesize the given product.. This data is from Full USPTO retrosynthesis dataset with 1.9M reactions from patents (1976-2016). (1) Given the product [Cl:1][C:2]1[CH:7]=[CH:6][C:5]([C:8]2([C:13]3[S:14][CH:15]=[C:16]([CH2:18][OH:19])[N:17]=3)[CH2:12][CH2:11][O:10][CH2:9]2)=[CH:4][CH:3]=1, predict the reactants needed to synthesize it. The reactants are: [Cl:1][C:2]1[CH:7]=[CH:6][C:5]([C:8]2([C:13]3[S:14][CH:15]=[C:16]([C:18](OCC)=[O:19])[N:17]=3)[CH2:12][CH2:11][O:10][CH2:9]2)=[CH:4][CH:3]=1.[Li+].[BH4-].CO. (2) Given the product [C:13]([OH:15])(=[O:14])[CH2:12][CH2:11][CH2:10][CH2:9][CH2:8][CH2:7][CH2:6][CH2:5][CH2:4][CH2:3][CH3:2], predict the reactants needed to synthesize it. The reactants are: O.[CH3:2][CH2:3][CH2:4][CH2:5][CH2:6][CH2:7][CH2:8][CH2:9][CH2:10][CH2:11][CH2:12][C:13]([O:15]CC([O:15][C:13]([CH2:12][CH2:11][CH2:10][CH2:9][CH2:8][CH2:7][CH2:6][CH2:5][CH2:4][CH2:3][CH3:2])=[O:14])CO)=[O:14].